Dataset: Forward reaction prediction with 1.9M reactions from USPTO patents (1976-2016). Task: Predict the product of the given reaction. (1) Given the reactants Cl.[C:2]([C:4]1[C:5](O)=[C:6]([C:10]2[N:20]=[CH:19][CH:18]=[CH:17][C:11]=2[C:12]([O:14][CH2:15][CH3:16])=[O:13])[CH:7]=[CH:8][CH:9]=1)#[N:3].CS([O:26][CH2:27][CH2:28][C:29]1[CH:34]=[CH:33][CH:32]=[CH:31][C:30]=1[O:35][CH3:36])(=O)=O.C(=O)([O-])[O-].[K+].[K+], predict the reaction product. The product is: [C:2]([C:4]1[CH:5]=[C:6]([C:10]2[N:20]=[CH:19][CH:18]=[CH:17][C:11]=2[C:12]([O:14][CH2:15][CH3:16])=[O:13])[CH:7]=[CH:8][C:9]=1[O:26][CH2:27][CH2:28][C:29]1[CH:34]=[CH:33][CH:32]=[CH:31][C:30]=1[O:35][CH3:36])#[N:3]. (2) The product is: [Cl:1][C:2]1[CH:3]=[CH:4][C:5]2[CH:11]([CH3:12])[N:10]([CH3:19])[CH2:9][CH:8]([CH:13]3[CH2:15][CH2:14]3)[O:7][C:6]=2[N:16]=1. Given the reactants [Cl:1][C:2]1[CH:3]=[CH:4][C:5]2[CH:11]([CH3:12])[NH:10][CH2:9][CH:8]([CH:13]3[CH2:15][CH2:14]3)[O:7][C:6]=2[N:16]=1.C=O.[C:19](O[BH-](OC(=O)C)OC(=O)C)(=O)C.[Na+], predict the reaction product. (3) Given the reactants [Cl:1][C:2]1[C:7]([O:8][CH3:9])=[CH:6][C:5](B(O)O)=[CH:4][CH:3]=1.Br[CH:14]=[C:15]1[C:21]2[CH:22]=[CH:23][CH:24]=[CH:25][C:20]=2[CH2:19][CH2:18][C:17]2[CH:26]=[CH:27][CH:28]=[CH:29][C:16]1=2, predict the reaction product. The product is: [Cl:1][C:2]1[CH:3]=[CH:4][C:5]([CH:14]=[C:15]2[C:16]3[CH:29]=[CH:28][CH:27]=[CH:26][C:17]=3[CH2:18][CH2:19][C:20]3[CH:25]=[CH:24][CH:23]=[CH:22][C:21]2=3)=[CH:6][C:7]=1[O:8][CH3:9].